Dataset: Full USPTO retrosynthesis dataset with 1.9M reactions from patents (1976-2016). Task: Predict the reactants needed to synthesize the given product. (1) Given the product [C:27]([O:26][C:25]([N:24]1[CH2:23][CH2:22][N:17]2[C:18](=[O:21])[CH2:19][CH2:20][C@H:16]2[C@@H:15]1[C:12]1[CH:13]=[CH:14][C:9]([O:8][CH2:1][C:2]2[CH:7]=[CH:6][CH:5]=[CH:4][CH:3]=2)=[CH:10][C:11]=1[CH3:33])=[O:31])([CH3:30])([CH3:29])[CH3:28], predict the reactants needed to synthesize it. The reactants are: [CH2:1]([O:8][C:9]1[CH:14]=[CH:13][C:12]([C@@H:15](O)[C@@H:16]2[CH2:20][CH2:19][C:18](=[O:21])[N:17]2[CH2:22][CH2:23][NH:24][C:25](=[O:31])[O:26][C:27]([CH3:30])([CH3:29])[CH3:28])=[C:11]([CH3:33])[CH:10]=1)[C:2]1[CH:7]=[CH:6][CH:5]=[CH:4][CH:3]=1.CCN(CC)CC.CS(Cl)(=O)=O. (2) Given the product [Cl:8][C:6]1[N:7]=[C:2]([NH:20][CH2:19][C:18]2[C:13]([Cl:12])=[CH:14][CH:15]=[C:16]([O:22][CH3:23])[C:17]=2[F:21])[C:3]2[C:4](=[N:9][NH:10][CH:11]=2)[N:5]=1, predict the reactants needed to synthesize it. The reactants are: Cl[C:2]1[C:3]2[C:4](=[N:9][NH:10][CH:11]=2)[N:5]=[C:6]([Cl:8])[N:7]=1.[Cl:12][C:13]1[C:18]([CH2:19][NH2:20])=[C:17]([F:21])[C:16]([O:22][CH3:23])=[CH:15][CH:14]=1.CCN(C(C)C)C(C)C. (3) Given the product [C:36]([OH:38])(=[O:37])/[CH:34]=[CH:35]/[C:39]([OH:42])=[O:41].[CH:53]1([C:59]2[CH:85]=[CH:84][C:62]([CH2:63][O:64]/[N:65]=[C:66](/[C:68]3[CH:81]=[CH:80][C:71]([CH2:72][N:73]4[CH2:74][CH:75]([C:77]([OH:79])=[O:78])[CH2:76]4)=[C:70]([CH2:82][CH3:83])[CH:69]=3)\[CH3:67])=[CH:61][C:60]=2[C:86]([F:89])([F:87])[F:88])[CH2:54][CH2:55][CH2:56][CH2:57][CH2:58]1.[CH:53]1([C:59]2[CH:85]=[CH:84][C:62]([CH2:63][O:64]/[N:65]=[C:66](/[C:68]3[CH:81]=[CH:80][C:71]([CH2:72][N:73]4[CH2:74][CH:75]([C:77]([OH:79])=[O:78])[CH2:76]4)=[C:70]([CH2:82][CH3:83])[CH:69]=3)\[CH3:67])=[CH:61][C:60]=2[C:86]([F:89])([F:87])[F:88])[CH2:54][CH2:55][CH2:56][CH2:57][CH2:58]1, predict the reactants needed to synthesize it. The reactants are: C1(C2C=CC(CO/N=C(/C3C=CC(C=O)=C(CC)C=3)\C)=CC=2C(F)(F)F)CCCCC1.N1[CH2:35][CH:34]([C:36]([OH:38])=[O:37])C1.[C:39]([O:42][BH-](OC(=O)C)OC(=O)C)(=[O:41])C.[Na+].[CH:53]1([C:59]2[CH:85]=[CH:84][C:62]([CH2:63][O:64]/[N:65]=[C:66](/[C:68]3[CH:81]=[CH:80][C:71]([CH2:72][N:73]4[CH2:76][CH:75]([C:77]([OH:79])=[O:78])[CH2:74]4)=[C:70]([CH2:82][CH3:83])[CH:69]=3)\[CH3:67])=[CH:61][C:60]=2[C:86]([F:89])([F:88])[F:87])[CH2:58][CH2:57][CH2:56][CH2:55][CH2:54]1. (4) Given the product [NH2:1][C:4]1[CH:5]=[C:6]([S:10]([NH:13][CH2:14][C:15]2[CH:16]=[CH:17][N:18]=[CH:19][CH:20]=2)(=[O:12])=[O:11])[CH:7]=[CH:8][CH:9]=1, predict the reactants needed to synthesize it. The reactants are: [N+:1]([C:4]1[CH:5]=[C:6]([S:10]([NH:13][CH2:14][C:15]2[CH:20]=[CH:19][N:18]=[CH:17][CH:16]=2)(=[O:12])=[O:11])[CH:7]=[CH:8][CH:9]=1)([O-])=O.S(S([O-])=O)([O-])=O.[Na+].[Na+].COC(O)C.Cl.C(=O)([O-])[O-].[Na+].[Na+]. (5) Given the product [CH2:27]([O:26][C:19]1[CH:18]=[C:17]([O:29][C@H:30]2[CH2:34][N:33]([C:35]([O:37][C:38]([CH3:40])([CH3:41])[CH3:39])=[O:36])[C@H:32]([C:42]([O:44][CH3:45])=[O:43])[CH2:31]2)[C:16]2[C:21](=[CH:22][C:23]([O:24][CH3:25])=[C:14](/[CH:13]=[CH:12]/[CH2:11][C:10]([CH3:47])([CH3:46])[CH2:9][OH:8])[CH:15]=2)[N:20]=1)[CH3:28], predict the reactants needed to synthesize it. The reactants are: [Si]([O:8][CH2:9][C:10]([CH3:47])([CH3:46])[CH2:11]/[CH:12]=[CH:13]/[C:14]1[CH:15]=[C:16]2[C:21](=[CH:22][C:23]=1[O:24][CH3:25])[N:20]=[C:19]([O:26][CH2:27][CH3:28])[CH:18]=[C:17]2[O:29][C@H:30]1[CH2:34][N:33]([C:35]([O:37][C:38]([CH3:41])([CH3:40])[CH3:39])=[O:36])[C@H:32]([C:42]([O:44][CH3:45])=[O:43])[CH2:31]1)(C(C)(C)C)(C)C.C([O-])([O-])=O.[Na+].[Na+]. (6) Given the product [Cl:25][C:26]1[CH:27]=[C:28]([NH:29][C:22]2[C:23]3[N:15]([CH2:14][CH2:13][O:12][CH2:11][CH2:10][OH:9])[CH:16]=[CH:17][C:18]=3[N:19]=[CH:20][N:21]=2)[CH:30]=[CH:31][C:32]=1[O:33][C:34]1[CH:39]=[CH:38][CH:37]=[C:36]([S:40]([CH3:43])(=[O:41])=[O:42])[CH:35]=1, predict the reactants needed to synthesize it. The reactants are: C([O:9][CH2:10][CH2:11][O:12][CH2:13][CH2:14][N:15]1[C:23]2[C:22](Cl)=[N:21][CH:20]=[N:19][C:18]=2[CH:17]=[CH:16]1)(=O)C1C=CC=CC=1.[Cl:25][C:26]1[CH:27]=[C:28]([CH:30]=[CH:31][C:32]=1[O:33][C:34]1[CH:39]=[CH:38][CH:37]=[C:36]([S:40]([CH3:43])(=[O:42])=[O:41])[CH:35]=1)[NH2:29].[OH-].[Na+]. (7) Given the product [CH2:1]([C:8]1[S:12][C:11]([NH:13][C:14](=[O:29])[CH2:15][CH2:16][C:17]([C:18]2[CH:19]=[CH:20][C:21]([OH:24])=[CH:22][CH:23]=2)=[O:28])=[N:10][C:9]=1[C:30]1[CH:31]=[CH:32][CH:33]=[CH:34][CH:35]=1)[C:2]1[CH:7]=[CH:6][CH:5]=[CH:4][CH:3]=1, predict the reactants needed to synthesize it. The reactants are: [CH2:1]([C:8]1[S:12][C:11]([NH:13][C:14](=[O:29])[CH2:15][CH2:16][C:17](=[O:28])[C:18]2[CH:23]=[CH:22][C:21]([O:24]COC)=[CH:20][CH:19]=2)=[N:10][C:9]=1[C:30]1[CH:35]=[CH:34][CH:33]=[CH:32][CH:31]=1)[C:2]1[CH:7]=[CH:6][CH:5]=[CH:4][CH:3]=1.Cl. (8) Given the product [F:1][C:2]1[CH:7]=[C:6]([F:8])[CH:5]=[CH:4][C:3]=1[N:9]1[C:17](=[O:18])[C:16]2[C@@H:15]3[C:19]([CH3:21])([CH3:20])[C@@:12]([CH3:22])([CH2:13][CH2:14]3)[C:11]=2[N:10]1[CH2:29][C:28]1[CH:27]=[CH:26][C:25]([C:24]([F:23])([F:33])[F:34])=[CH:32][CH:31]=1, predict the reactants needed to synthesize it. The reactants are: [F:1][C:2]1[CH:7]=[C:6]([F:8])[CH:5]=[CH:4][C:3]=1[N:9]1[C:17](=[O:18])[C:16]2[C@@H:15]3[C:19]([CH3:21])([CH3:20])[C@@:12]([CH3:22])([CH2:13][CH2:14]3)[C:11]=2[NH:10]1.[F:23][C:24]([F:34])([F:33])[C:25]1[CH:32]=[CH:31][C:28]([CH2:29]Br)=[CH:27][CH:26]=1.ClCCl.O. (9) Given the product [CH3:2][C:3]1[CH:8]=[C:7]([C:9]([N:11]2[C:17]3[CH:18]=[CH:19][CH:20]=[CH:21][C:16]=3[CH2:15][N:14]3[C:22]([C:25]([N:27]4[CH2:28][CH2:29][N:30]([CH2:52][C@@H:53]([OH:54])[CH2:55][OH:56])[CH2:31][CH2:32]4)=[O:26])=[CH:23][CH:24]=[C:13]3[CH2:12]2)=[O:10])[CH:6]=[CH:5][C:4]=1[C:33]1[CH:38]=[CH:37][CH:36]=[CH:35][C:34]=1[C:39]([F:40])([F:42])[F:41], predict the reactants needed to synthesize it. The reactants are: Cl.[CH3:2][C:3]1[CH:8]=[C:7]([C:9]([N:11]2[C:17]3[CH:18]=[CH:19][CH:20]=[CH:21][C:16]=3[CH2:15][N:14]3[C:22]([C:25]([N:27]4[CH2:32][CH2:31][NH:30][CH2:29][CH2:28]4)=[O:26])=[CH:23][CH:24]=[C:13]3[CH2:12]2)=[O:10])[CH:6]=[CH:5][C:4]=1[C:33]1[CH:38]=[CH:37][CH:36]=[CH:35][C:34]=1[C:39]([F:42])([F:41])[F:40].C(N(CC)C(C)C)(C)C.[CH2:52]1[O:54][C@H:53]1[CH2:55][OH:56].